Dataset: Full USPTO retrosynthesis dataset with 1.9M reactions from patents (1976-2016). Task: Predict the reactants needed to synthesize the given product. (1) Given the product [ClH:7].[C:1](=[NH:6])([O:10][CH2:8][CH3:9])[C:2]([CH3:5])([CH3:4])[CH3:3], predict the reactants needed to synthesize it. The reactants are: [C:1](#[N:6])[C:2]([CH3:5])([CH3:4])[CH3:3].[ClH:7].[CH2:8]([OH:10])[CH3:9]. (2) The reactants are: [C:1]1([CH:7]([C:9]2[N:13]=[C:12]([C@H:14]3[CH2:18][CH2:17][C@H:16]([NH:19][C:20]4[N:25]=[CH:24][N:23]=[C:22]5[NH:26][N:27]=[CH:28][C:21]=45)[CH2:15]3)[O:11][N:10]=2)O)[CH:6]=[CH:5][CH:4]=[CH:3][CH:2]=1.CCN(S(F)(F)[F:35])CC.Cl. Given the product [F:35][CH:7]([C:1]1[CH:6]=[CH:5][CH:4]=[CH:3][CH:2]=1)[C:9]1[N:13]=[C:12]([C@H:14]2[CH2:18][CH2:17][C@H:16]([NH:19][C:20]3[N:25]=[CH:24][N:23]=[C:22]4[NH:26][N:27]=[CH:28][C:21]=34)[CH2:15]2)[O:11][N:10]=1, predict the reactants needed to synthesize it.